This data is from Forward reaction prediction with 1.9M reactions from USPTO patents (1976-2016). The task is: Predict the product of the given reaction. (1) Given the reactants [NH2:1][C@@H:2]([CH3:19])[CH2:3][N:4]1[CH:8]=[CH:7][C:6]([C:9]2[CH:16]=[CH:15][C:12]([C:13]#[N:14])=[C:11]([Cl:17])[C:10]=2[CH3:18])=[N:5]1.[CH3:20][N:21]1[CH:25]=[C:24]([C:26](O)=[O:27])[N:23]=[CH:22]1, predict the reaction product. The product is: [Cl:17][C:11]1[C:10]([CH3:18])=[C:9]([C:6]2[CH:7]=[CH:8][N:4]([CH2:3][C@@H:2]([NH:1][C:26]([C:24]3[N:23]=[CH:22][N:21]([CH3:20])[CH:25]=3)=[O:27])[CH3:19])[N:5]=2)[CH:16]=[CH:15][C:12]=1[C:13]#[N:14]. (2) Given the reactants [Br:1][CH:2]([Br:12])[CH2:3][CH2:4][CH2:5][CH2:6][CH2:7][CH2:8][CH2:9][CH2:10][CH3:11].[CH3:13][N:14]1[CH:18]=[CH:17][N:16]=[CH:15]1, predict the reaction product. The product is: [BrH:1].[Br:12][CH2:2][CH2:3][CH2:4][CH2:5][CH2:6][CH2:7][CH2:8][CH2:9][CH2:10][CH2:11][C:15]1[NH:16][CH:17]=[CH:18][N+:14]=1[CH3:13]. (3) Given the reactants C[O:2][C:3](=O)[CH:4]([CH:6]1[CH2:8][CH2:7]1)[OH:5].O.[NH2:11][NH2:12], predict the reaction product. The product is: [CH:6]1([CH:4]([OH:5])[C:3]([NH:11][NH2:12])=[O:2])[CH2:8][CH2:7]1. (4) Given the reactants [CH2:1]([NH2:8])[C:2]1[CH:7]=[CH:6][CH:5]=[CH:4][CH:3]=1.C([BH3-])#N.[Na+].[CH3:13][O:14][C:15]1[CH:16]=[C:17]2[C:22](=[CH:23][CH:24]=1)[N:21]=[CH:20][N:19]=[C:18]2[O:25][CH2:26][CH:27]1[CH2:32][CH2:31][C:30](=O)[CH2:29][CH2:28]1, predict the reaction product. The product is: [CH2:1]([NH:8][CH:30]1[CH2:29][CH2:28][CH:27]([CH2:26][O:25][C:18]2[C:17]3[C:22](=[CH:23][CH:24]=[C:15]([O:14][CH3:13])[CH:16]=3)[N:21]=[CH:20][N:19]=2)[CH2:32][CH2:31]1)[C:2]1[CH:7]=[CH:6][CH:5]=[CH:4][CH:3]=1. (5) Given the reactants C[O:2][C:3](=[O:23])[CH:4]([CH3:22])[CH2:5][N:6]1[CH2:11][CH2:10][N:9]([C:12]2[CH:17]=[CH:16][C:15]([C:18]([F:21])([F:20])[F:19])=[CH:14][CH:13]=2)[CH2:8][CH2:7]1.[OH-].[Li+:25], predict the reaction product. The product is: [Li+:25].[F:21][C:18]([F:19])([F:20])[C:15]1[CH:16]=[CH:17][C:12]([N:9]2[CH2:10][CH2:11][N:6]([CH2:5][CH:4]([CH3:22])[C:3]([O-:23])=[O:2])[CH2:7][CH2:8]2)=[CH:13][CH:14]=1. (6) Given the reactants [OH:1][C:2]1[CH:15]=[CH:14][C:5]([C:6]([C:8]2[CH:13]=[CH:12][CH:11]=[CH:10][CH:9]=2)=[O:7])=[CH:4][CH:3]=1.C(=O)([O-])[O-].[K+].[K+].[OH:22][CH2:23][CH2:24][CH2:25][CH2:26][O:27][C:28](=[O:31])[CH:29]=[CH2:30].[CH2:32](OCC1OC1)[CH:33]1[O:35][CH2:34]1, predict the reaction product. The product is: [C:6]([C:5]1[CH:4]=[CH:3][C:2]([O:1][CH2:32][CH:33]([OH:35])[CH2:34][O:22][CH2:23][CH2:24][CH2:25][CH2:26][O:27][C:28](=[O:31])[CH:29]=[CH2:30])=[CH:15][CH:14]=1)(=[O:7])[C:8]1[CH:13]=[CH:12][CH:11]=[CH:10][CH:9]=1. (7) Given the reactants O1CCCC1.[CH3:6][C@@:7]12[C:13](=O)[CH2:12][C@@H:11]1[CH2:10][CH:9]=[CH:8]2.CP([CH2:19][C:20]([O:22][C:23]([CH3:26])([CH3:25])[CH3:24])=[O:21])(C)=O.[H-].[Na+], predict the reaction product. The product is: [CH3:6][C@@:7]12[C:13](=[CH:19][C:20]([O:22][C:23]([CH3:26])([CH3:25])[CH3:24])=[O:21])[CH2:12][C@@H:11]1[CH2:10][CH:9]=[CH:8]2. (8) Given the reactants Cl[CH2:2][C:3]([NH:5][C:6]1[CH:25]=[CH:24][C:9]2[N:10]=[C:11]([NH:14][C@H:15]3[C:23]4[C:18](=[CH:19][CH:20]=[CH:21][CH:22]=4)[CH2:17][CH2:16]3)[O:12][CH2:13][C:8]=2[CH:7]=1)=[O:4].[NH:26]1[CH:30]=[CH:29][N:28]=[CH:27]1, predict the reaction product. The product is: [N:26]1([CH2:2][C:3]([NH:5][C:6]2[CH:25]=[CH:24][C:9]3[N:10]=[C:11]([NH:14][C@H:15]4[C:23]5[C:18](=[CH:19][CH:20]=[CH:21][CH:22]=5)[CH2:17][CH2:16]4)[O:12][CH2:13][C:8]=3[CH:7]=2)=[O:4])[CH:30]=[CH:29][N:28]=[CH:27]1. (9) Given the reactants C(OC([N:8]1[CH2:13][CH2:12][N:11]([C:14]([C@@H:16]2[CH2:21][CH2:20][CH2:19][N:18]([CH:22]3[CH2:27][CH2:26][N:25]([C:28]([C:30]4[CH:35]=[C:34]([C:36]5[CH:41]=[CH:40][CH:39]=[CH:38][CH:37]=5)[N:33]=[C:32]([C:42]5[CH:47]=[CH:46][CH:45]=[CH:44][CH:43]=5)[CH:31]=4)=[O:29])[CH2:24][CH2:23]3)[CH2:17]2)=[O:15])[CH2:10][CH2:9]1)=O)(C)(C)C.Cl, predict the reaction product. The product is: [C:42]1([C:32]2[CH:31]=[C:30]([C:28]([N:25]3[CH2:24][CH2:23][CH:22]([N:18]4[CH2:19][CH2:20][CH2:21][C@@H:16]([C:14]([N:11]5[CH2:12][CH2:13][NH:8][CH2:9][CH2:10]5)=[O:15])[CH2:17]4)[CH2:27][CH2:26]3)=[O:29])[CH:35]=[C:34]([C:36]3[CH:37]=[CH:38][CH:39]=[CH:40][CH:41]=3)[N:33]=2)[CH:47]=[CH:46][CH:45]=[CH:44][CH:43]=1.